This data is from Forward reaction prediction with 1.9M reactions from USPTO patents (1976-2016). The task is: Predict the product of the given reaction. Given the reactants [CH3:1][O:2][CH2:3][CH2:4][OH:5].[H-].[Na+].[Br:8][C:9]1[CH:14]=[CH:13][C:12]([C:15]([F:18])([F:17])[F:16])=[C:11](F)[CH:10]=1.P([O-])(O)(O)=O.[K+], predict the reaction product. The product is: [Br:8][C:9]1[CH:14]=[CH:13][C:12]([C:15]([F:18])([F:17])[F:16])=[C:11]([O:5][CH2:4][CH2:3][O:2][CH3:1])[CH:10]=1.